This data is from Full USPTO retrosynthesis dataset with 1.9M reactions from patents (1976-2016). The task is: Predict the reactants needed to synthesize the given product. (1) Given the product [Br:11][C:10]1[CH:9]=[CH:8][CH:7]=[C:3]2[C:2]=1[N:1]=[C:15]([CH3:16])[N:22]([CH:23]1[CH2:28][CH2:27][C:26](=[O:29])[NH:25][C:24]1=[O:30])[C:4]2=[O:6], predict the reactants needed to synthesize it. The reactants are: [NH2:1][C:2]1[C:10]([Br:11])=[CH:9][CH:8]=[CH:7][C:3]=1[C:4]([OH:6])=O.N1[CH:16]=[CH:15]N=C1.C(Cl)(=O)C.Cl.[NH2:22][CH:23]1[CH2:28][CH2:27][C:26](=[O:29])[NH:25][C:24]1=[O:30].P(OC1C=CC=CC=1)(OC1C=CC=CC=1)OC1C=CC=CC=1. (2) Given the product [N+:33]([C:32]1[CH:36]=[CH:37][C:29]([NH2:28])=[CH:30][CH:31]=1)([O-:35])=[O:34], predict the reactants needed to synthesize it. The reactants are: P([O-])([O-])([O-])=O.N[C@H](C(N[C@H](C(N1CCC[C@H]1C(N[C@H](C([NH:28][C:29]1[CH:37]=[CH:36][C:32]([N+:33]([O-:35])=[O:34])=[CH:31][CH:30]=1)=O)CC(C)C)=O)=O)C)=O)C.CS(C)=O.C(O)(=O)CC(CC(O)=O)(C(O)=O)O. (3) Given the product [F:24][C:3]([F:2])([F:23])[C:4]1[CH:22]=[CH:21][CH:20]=[CH:19][C:5]=1[CH:6]([O:14][CH:15]1[CH2:18][N:17]([C:32](=[S:33])[NH:31][CH2:25][CH:26]2[CH2:27][CH2:28][CH2:29][O:30]2)[CH2:16]1)[C:7]1[CH:12]=[CH:11][C:10]([Cl:13])=[CH:9][CH:8]=1, predict the reactants needed to synthesize it. The reactants are: Cl.[F:2][C:3]([F:24])([F:23])[C:4]1[CH:22]=[CH:21][CH:20]=[CH:19][C:5]=1[CH:6]([O:14][CH:15]1[CH2:18][NH:17][CH2:16]1)[C:7]1[CH:12]=[CH:11][C:10]([Cl:13])=[CH:9][CH:8]=1.[CH2:25]([N:31]=[C:32]=[S:33])[CH:26]1[O:30][CH2:29][CH2:28][CH2:27]1.C(N(CC)CC)C. (4) The reactants are: [Cl:1][C:2]([O:5][C:6](=[O:12])[O:7][C:8](Cl)(Cl)Cl)(Cl)Cl.[N:13]1[CH:18]=CC=C[CH:14]=1.[O:19]1[CH2:23][CH2:22][CH2:21][CH2:20]1. Given the product [ClH:1].[C:6](=[O:12])([O:7][CH:8]1[CH2:22][CH2:23][O:19][CH2:20][CH2:21]1)[O:5][CH2:2][CH2:18][NH:13][CH3:14], predict the reactants needed to synthesize it. (5) Given the product [Br:16][CH2:17][CH2:18][CH2:19][N:8]1[C:9]2[CH:14]=[CH:13][CH:12]=[CH:11][C:10]=2[N:6]([C:3]([CH3:5])=[CH2:4])[C:7]1=[O:15].[Cl:20][CH2:19][CH2:18][CH2:17][N:8]1[C:9]2[CH:14]=[CH:13][CH:12]=[CH:11][C:10]=2[N:6]([C:3]([CH3:5])=[CH2:4])[C:7]1=[O:15], predict the reactants needed to synthesize it. The reactants are: [H-].[Na+].[C:3]([N:6]1[C:10]2[CH:11]=[CH:12][CH:13]=[CH:14][C:9]=2[NH:8][C:7]1=[O:15])([CH3:5])=[CH2:4].[Br:16][CH2:17][CH2:18][CH2:19][Cl:20].O. (6) Given the product [CH2:1]([O:3][C:4](=[O:21])[C:5]1[CH:6]=[CH:7][C:8]([N:11]2[C:15]([O:16][CH:23]([F:25])[F:22])=[CH:14][C:13]([C:17]([F:20])([F:18])[F:19])=[N:12]2)=[CH:9][CH:10]=1)[CH3:2], predict the reactants needed to synthesize it. The reactants are: [CH2:1]([O:3][C:4](=[O:21])[C:5]1[CH:10]=[CH:9][C:8]([N:11]2[C:15]([OH:16])=[CH:14][C:13]([C:17]([F:20])([F:19])[F:18])=[N:12]2)=[CH:7][CH:6]=1)[CH3:2].[F:22][CH:23]([F:25])Cl.C(=O)([O-])[O-].[K+].[K+]. (7) Given the product [C:27]1([O:37][N:15]2[CH2:16][CH2:17][CH2:18][C@H:14]2[C:13]([NH2:12])=[O:26])[C:36]2[C:31](=[CH:32][CH:33]=[CH:34][CH:35]=2)[CH:30]=[CH:29][CH:28]=1, predict the reactants needed to synthesize it. The reactants are: FC(F)(F)C(O)=O.C([NH:12][C:13](=[O:26])[C@@H:14]1[CH2:18][C@H:17](OC2C=CC=CC=2)[CH2:16][NH:15]1)(C)(C)C.[C:27]1([OH:37])[C:36]2[C:31](=[CH:32][CH:33]=[CH:34][CH:35]=2)[CH:30]=[CH:29][CH:28]=1.C1(O)C=CC=CC=1. (8) Given the product [CH2:1]([O:3][C:4](=[O:28])[CH2:5][C:6]1[CH:11]=[CH:10][C:9]([O:12][CH3:13])=[C:8]([O:14][C:15]2[CH:20]=[CH:19][C:18]([NH:21][C:29](=[O:36])[C:30]3[CH:35]=[CH:34][CH:33]=[CH:32][CH:31]=3)=[CH:17][C:16]=2[CH2:22][S:23][C:24]([CH3:27])([CH3:26])[CH3:25])[CH:7]=1)[CH3:2], predict the reactants needed to synthesize it. The reactants are: [CH2:1]([O:3][C:4](=[O:28])[CH2:5][C:6]1[CH:11]=[CH:10][C:9]([O:12][CH3:13])=[C:8]([O:14][C:15]2[CH:20]=[CH:19][C:18]([NH2:21])=[CH:17][C:16]=2[CH2:22][S:23][C:24]([CH3:27])([CH3:26])[CH3:25])[CH:7]=1)[CH3:2].[C:29](Cl)(=[O:36])[C:30]1[CH:35]=[CH:34][CH:33]=[CH:32][CH:31]=1. (9) Given the product [CH3:13][O:14][CH2:15][O:1][CH2:2][C:3]([C:5]1[CH:10]=[CH:9][CH:8]=[CH:7][CH:6]=1)=[O:4], predict the reactants needed to synthesize it. The reactants are: [OH:1][CH2:2][C:3]([C:5]1[CH:10]=[CH:9][CH:8]=[CH:7][CH:6]=1)=[O:4].[H-].[Li+].[CH2:13](Cl)[O:14][CH3:15].[NH4+].[Cl-]. (10) Given the product [OH:3][CH:4]1[C:9]2[CH:10]=[CH:11][CH:12]=[CH:13][C:8]=2[S:7](=[O:14])(=[O:15])[N:6]([CH3:16])[CH:5]1[C:17]([O:19][CH3:20])=[O:18], predict the reactants needed to synthesize it. The reactants are: [BH4-].[Na+].[OH:3][C:4]1[C:9]2[CH:10]=[CH:11][CH:12]=[CH:13][C:8]=2[S:7](=[O:15])(=[O:14])[N:6]([CH3:16])[C:5]=1[C:17]([O:19][CH3:20])=[O:18].